Dataset: Full USPTO retrosynthesis dataset with 1.9M reactions from patents (1976-2016). Task: Predict the reactants needed to synthesize the given product. (1) Given the product [NH2:11][C:10]1[C:2]([F:1])=[C:3]([CH:7]=[CH:8][CH:9]=1)[C:4]([O:6][CH3:16])=[O:5], predict the reactants needed to synthesize it. The reactants are: [F:1][C:2]1[C:10]([N+:11]([O-])=O)=[CH:9][CH:8]=[CH:7][C:3]=1[C:4]([O-:6])=[O:5].[Cl-].[NH4+].[CH3:16]O. (2) The reactants are: [NH2:1][CH:2]([CH2:8][C:9]1[CH:14]=[C:13]([C:15]([F:18])([F:17])[F:16])[C:12]([NH2:19])=[C:11]([Cl:20])[CH:10]=1)[C:3]([O:5][CH2:6][CH3:7])=[O:4].C(N(CC)CC)C.[NH:28]1[CH2:33][CH2:32][CH:31]([N:34]2[CH2:40][CH2:39][C:38]3[CH:41]=[CH:42][CH:43]=[CH:44][C:37]=3[NH:36][C:35]2=[O:45])[CH2:30][CH2:29]1.CN([CH:49]=[O:50])C. Given the product [NH2:19][C:12]1[C:13]([C:15]([F:17])([F:18])[F:16])=[CH:14][C:9]([CH2:8][CH:2]([NH:1][C:49]([N:28]2[CH2:29][CH2:30][CH:31]([N:34]3[CH2:40][CH2:39][C:38]4[CH:41]=[CH:42][CH:43]=[CH:44][C:37]=4[NH:36][C:35]3=[O:45])[CH2:32][CH2:33]2)=[O:50])[C:3]([O:5][CH2:6][CH3:7])=[O:4])=[CH:10][C:11]=1[Cl:20], predict the reactants needed to synthesize it. (3) Given the product [C:1]1([C:7]2[CH:27]=[CH:26][C:25]3[C:24]4[C:19](=[CH:20][C:21]([C:29]5[CH:34]=[CH:33][CH:32]=[CH:31][CH:30]=5)=[CH:22][CH:23]=4)[NH:18][C:17]=3[CH:16]=2)[CH:6]=[CH:5][CH:4]=[CH:3][CH:2]=1, predict the reactants needed to synthesize it. The reactants are: [C:1]1([CH3:7])[CH:6]=[CH:5][CH:4]=[CH:3][CH:2]=1.C(=O)([O-])[O-].[Na+].[Na+].BrC1[CH:27]=[CH:26][C:25]2[C:24]3[C:19](=[CH:20][C:21](Br)=[CH:22][CH:23]=3)[NH:18][C:17]=2[CH:16]=1.[C:29]1(B(O)O)[CH:34]=[CH:33][CH:32]=[CH:31][CH:30]=1. (4) Given the product [N:21]1[CH:5]=[CH:6][C:1]([C:7]2[NH:8][C:9]3[CH:10]=[CH:11][CH:12]=[C:13]4[C:19](=[O:20])[NH:18][CH2:17][CH2:16][C:15]=2[C:14]=34)=[CH:2][CH:3]=1, predict the reactants needed to synthesize it. The reactants are: [C:1]1([C:7]2[NH:8][C:9]3[CH:10]=[CH:11][CH:12]=[C:13]4[C:19](=[O:20])[NH:18][CH2:17][CH2:16][C:15]=2[C:14]=34)[CH:6]=[CH:5]C=[CH:3][CH:2]=1.[N:21]1C=CC(B(O)O)=CC=1. (5) Given the product [Cl:29][C:28]1[CH:27]=[C:26]([CH3:30])[CH:25]=[C:24]([Cl:31])[C:23]=1[O:22][CH2:21][CH2:20][CH2:19][CH2:18][CH2:17][CH2:16][N:9]1[CH2:10][CH2:11][N:7]([C:3]2[CH:2]=[N:1][CH:6]=[CH:5][CH:4]=2)[C:8]1=[O:12], predict the reactants needed to synthesize it. The reactants are: [N:1]1[CH:6]=[CH:5][CH:4]=[C:3]([N:7]2[CH2:11][CH2:10][NH:9][C:8]2=[O:12])[CH:2]=1.[H-].[Na+].Br[CH2:16][CH2:17][CH2:18][CH2:19][CH2:20][CH2:21][O:22][C:23]1[C:28]([Cl:29])=[CH:27][C:26]([CH3:30])=[CH:25][C:24]=1[Cl:31]. (6) Given the product [Cl:6][C:7]1[C:8]([C:30]2[CH:31]=[N:32][N:33]3[CH:38]=[CH:37][CH:36]=[CH:35][C:34]=23)=[N:9][C:10]([NH:13][C:14]2[C:19]([O:20][CH3:21])=[CH:18][C:17]([C:22]3[CH2:23][CH2:24][N:25]([CH3:28])[CH2:26][CH:27]=3)=[C:16]([NH:29][C:1](=[O:4])[CH:2]=[CH2:3])[CH:15]=2)=[N:11][CH:12]=1, predict the reactants needed to synthesize it. The reactants are: [C:1](Cl)(=[O:4])[CH:2]=[CH2:3].[Cl:6][C:7]1[C:8]([C:30]2[CH:31]=[N:32][N:33]3[CH:38]=[CH:37][CH:36]=[CH:35][C:34]=23)=[N:9][C:10]([NH:13][C:14]2[CH:15]=[C:16]([NH2:29])[C:17]([C:22]3[CH2:23][CH2:24][N:25]([CH3:28])[CH2:26][CH:27]=3)=[CH:18][C:19]=2[O:20][CH3:21])=[N:11][CH:12]=1.CCN(C(C)C)C(C)C. (7) Given the product [CH:9]([C:8]1[CH:7]=[C:6]([CH:15]=[CH:14][CH:13]=1)[C:2]([N:17]([CH2:18][CH2:19][OH:20])[CH3:16])=[O:3])=[O:11], predict the reactants needed to synthesize it. The reactants are: O1CC[O:3][CH:2]1[C:6]1[CH:7]=[C:8]([CH:13]=[CH:14][CH:15]=1)[C:9]([O:11]C)=O.[CH3:16][NH:17][CH2:18][CH2:19][OH:20].C(NCCO)C.